This data is from Catalyst prediction with 721,799 reactions and 888 catalyst types from USPTO. The task is: Predict which catalyst facilitates the given reaction. (1) Reactant: [Cl:1][C:2]1[CH:7]=[C:6]([F:8])[CH:5]=[CH:4][C:3]=1[S:9]([N:12]([CH3:35])[CH2:13][CH2:14][CH2:15][NH:16][C:17](=[O:34])[C@H:18]([CH2:30][CH:31]([CH3:33])[CH3:32])[NH:19]C(OCC1C=CC=CC=1)=O)(=[O:11])=[O:10].B(Br)(Br)Br. Product: [Cl:1][C:2]1[CH:7]=[C:6]([F:8])[CH:5]=[CH:4][C:3]=1[S:9]([N:12]([CH3:35])[CH2:13][CH2:14][CH2:15][NH:16][C:17](=[O:34])[C@H:18]([CH2:30][CH:31]([CH3:33])[CH3:32])[NH2:19])(=[O:10])=[O:11]. The catalyst class is: 4. (2) Reactant: C(OC(=O)[NH:7][C:8]1[CH:12]=[CH:11][S:10][C:9]=1[CH:13]=O)(C)(C)C.[C:16](#[N:20])[CH2:17][C:18]#[N:19]. Product: [NH2:19][C:18]1[N:7]=[C:8]2[CH:12]=[CH:11][S:10][C:9]2=[CH:13][C:17]=1[C:16]#[N:20]. The catalyst class is: 360. (3) Reactant: C(OC(=O)[NH:7][C@H:8]([C:19](=[O:24])[NH:20][CH2:21][C:22]#[N:23])[CH2:9][C:10]1[CH:15]=[C:14]([I:16])[C:13]([OH:17])=[C:12]([I:18])[CH:11]=1)(C)(C)C.[CH3:26][S:27]([OH:30])(=[O:29])=[O:28].C(OCC)C. Product: [CH3:26][S:27]([OH:30])(=[O:29])=[O:28].[NH2:7][C@@H:8]([CH2:9][C:10]1[CH:11]=[C:12]([I:18])[C:13]([OH:17])=[C:14]([I:16])[CH:15]=1)[C:19]([NH:20][CH2:21][C:22]#[N:23])=[O:24]. The catalyst class is: 1. (4) Reactant: [F:1][C:2]1[C:3]([O:25][CH2:26][CH2:27][O:28][CH3:29])=[CH:4][C:5]2[CH2:14][CH:13]([CH:15]([CH3:17])[CH3:16])[N:12]3[C:7](=[CH:8][C:9](=[O:23])[C:10]([C:18]([O:20]CC)=[O:19])=[CH:11]3)[C:6]=2[CH:24]=1.O.[OH-].[Li+].Cl. Product: [F:1][C:2]1[C:3]([O:25][CH2:26][CH2:27][O:28][CH3:29])=[CH:4][C:5]2[CH2:14][CH:13]([CH:15]([CH3:17])[CH3:16])[N:12]3[C:7](=[CH:8][C:9](=[O:23])[C:10]([C:18]([OH:20])=[O:19])=[CH:11]3)[C:6]=2[CH:24]=1. The catalyst class is: 24. (5) The catalyst class is: 597. Reactant: [I:1][C:2]1[CH:3]=[C:4]([CH:7]=[CH:8][CH:9]=1)[CH:5]=O.[CH3:10]C(C)([O-])C.[K+]. Product: [CH:5]([C:4]1[CH:7]=[CH:8][CH:9]=[C:2]([I:1])[CH:3]=1)=[CH2:10]. (6) Reactant: [NH:1]([CH2:7][CH2:8][CH2:9][C:10]#[N:11])[CH2:2][CH2:3][CH2:4][C:5]#[N:6].C(N(CC)CC)C.[CH2:19]([O:21][P:22](Cl)([O:24][CH2:25][CH3:26])=[O:23])[CH3:20]. Product: [CH2:19]([O:21][P:22]([N:1]([CH2:2][CH2:3][CH2:4][C:5]#[N:6])[CH2:7][CH2:8][CH2:9][C:10]#[N:11])([O:24][CH2:25][CH3:26])=[O:23])[CH3:20]. The catalyst class is: 4. (7) Reactant: Br[CH2:2][C:3]1[CH:8]=[CH:7][C:6]([C:9]([F:12])([F:11])[F:10])=[CH:5][N:4]=1.[P:13]([O:20]CC)([O:17][CH2:18][CH3:19])[O:14][CH2:15][CH3:16]. Product: [F:10][C:9]([F:12])([F:11])[C:6]1[CH:7]=[CH:8][C:3]([CH2:2][P:13](=[O:20])([O:17][CH2:18][CH3:19])[O:14][CH2:15][CH3:16])=[N:4][CH:5]=1. The catalyst class is: 11. (8) Reactant: [Br:1][C:2]1[CH:3]=[CH:4][C:5]([I:12])=[C:6]([CH:11]=1)[CH2:7][NH:8][CH2:9][CH3:10].[C:13](O[C:13]([O:15][C:16]([CH3:19])([CH3:18])[CH3:17])=[O:14])([O:15][C:16]([CH3:19])([CH3:18])[CH3:17])=[O:14]. Product: [C:16]([O:15][C:13](=[O:14])[N:8]([CH2:7][C:6]1[CH:11]=[C:2]([Br:1])[CH:3]=[CH:4][C:5]=1[I:12])[CH2:9][CH3:10])([CH3:19])([CH3:18])[CH3:17]. The catalyst class is: 4. (9) Reactant: Br[C:2]1[S:3][CH:4]=[C:5]([Br:7])[N:6]=1.[C:8]1([OH:14])[CH:13]=[CH:12][CH:11]=[CH:10][CH:9]=1.C(=O)([O-])[O-].[K+].[K+].CN(C)C=O. Product: [Br:7][C:5]1[N:6]=[C:2]([O:14][C:8]2[CH:13]=[CH:12][CH:11]=[CH:10][CH:9]=2)[S:3][CH:4]=1. The catalyst class is: 6.